Dataset: Catalyst prediction with 721,799 reactions and 888 catalyst types from USPTO. Task: Predict which catalyst facilitates the given reaction. (1) Reactant: [F:1][C:2]1[CH:7]=[CH:6][C:5]([NH:8]C=O)=[CH:4][C:3]=1[C:11]1[N:12]=[C:13]2[N:18]=[CH:17][C:16]([NH:19]C(=O)OC(C)(C)C)=[CH:15][N:14]2[CH:27]=1.Cl. Product: [NH2:8][C:5]1[CH:6]=[CH:7][C:2]([F:1])=[C:3]([C:11]2[N:12]=[C:13]3[N:18]=[CH:17][C:16]([NH2:19])=[CH:15][N:14]3[CH:27]=2)[CH:4]=1. The catalyst class is: 12. (2) Product: [CH3:1][C:2]1([CH3:38])[CH2:11][CH2:10][C:9]2[C:4](=[CH:5][CH:6]=[C:7]([C:12](=[O:37])[CH:13]([F:39])[C:14]3[CH:19]=[C:18]([O:20][CH3:21])[C:17]([O:22][CH3:23])=[C:16]([O:24][CH3:25])[CH:15]=3)[CH:8]=2)[O:3]1. The catalyst class is: 47. Reactant: [CH3:1][C:2]1([CH3:38])[CH2:11][CH2:10][C:9]2[C:4](=[CH:5][CH:6]=[C:7]([C:12](=[O:37])[CH:13](OS(C3C=CC(C)=CC=3)(=O)=O)[C:14]3[CH:19]=[C:18]([O:20][CH3:21])[C:17]([O:22][CH3:23])=[C:16]([O:24][CH3:25])[CH:15]=3)[CH:8]=2)[O:3]1.[F-:39].[K+]. (3) Product: [F:53][C:36]1[C:35]([CH2:34][CH2:33][OH:32])=[CH:52][CH:51]=[CH:50][C:37]=1[CH2:38][N:39]1[CH2:40][CH2:41][C:42]2([O:47][CH2:46][CH2:45][N:44]([C:63]([C:61]3[CH:60]=[CH:59][CH:58]=[C:57]([CH:54]([CH3:56])[CH3:55])[N:62]=3)=[O:64])[CH2:43]2)[CH2:48][CH2:49]1. The catalyst class is: 3. Reactant: F[P-](F)(F)(F)(F)F.N1(OC(N(C)C)=[N+](C)C)C2N=CC=CC=2N=N1.[Si]([O:32][CH2:33][CH2:34][C:35]1[C:36]([F:53])=[C:37]([CH:50]=[CH:51][CH:52]=1)[CH2:38][N:39]1[CH2:49][CH2:48][C:42]2([O:47][CH2:46][CH2:45][NH:44][CH2:43]2)[CH2:41][CH2:40]1)(C(C)(C)C)(C)C.[CH:54]([C:57]1[N:62]=[C:61]([C:63](O)=[O:64])[CH:60]=[CH:59][CH:58]=1)([CH3:56])[CH3:55].C(N(CC)CC)C.